This data is from Catalyst prediction with 721,799 reactions and 888 catalyst types from USPTO. The task is: Predict which catalyst facilitates the given reaction. (1) Reactant: [C:1]([CH:3]([CH:6]1[CH2:11][CH2:10][N:9]([C:12]([O:14][C:15]([CH3:18])([CH3:17])[CH3:16])=[O:13])[CH2:8][CH2:7]1)[CH:4]=O)#[N:2].Cl.[NH2:20][CH:21](C(OCC)=O)[C:22]([O:24][CH2:25][CH3:26])=[O:23].C([O-])(=O)C.[Na+].[O-]CC.[Na+]. Product: [NH2:2][C:1]1[C:3]([CH:6]2[CH2:11][CH2:10][N:9]([C:12]([O:14][C:15]([CH3:18])([CH3:17])[CH3:16])=[O:13])[CH2:8][CH2:7]2)=[CH:4][NH:20][C:21]=1[C:22]([O:24][CH2:25][CH3:26])=[O:23]. The catalyst class is: 24. (2) Product: [OH:1][C:2]1([C:6]2[CH:11]=[CH:10][C:9]([C:12]3[NH:35][C:15]4=[N:16][CH:17]=[CH:18][C:19]([C:20]5[CH:21]=[CH:22][C:23]([O:28][CH:29]6[CH2:34][CH2:33][O:32][CH2:31][CH2:30]6)=[C:24]([CH:27]=5)[C:25]#[N:26])=[C:14]4[CH:13]=3)=[CH:8][CH:7]=2)[CH2:5][O:4][CH2:3]1. Reactant: [OH:1][C:2]1([C:6]2[CH:11]=[CH:10][C:9]([C:12]3[N:35](S(C4C=CC=CC=4)(=O)=O)[C:15]4=[N:16][CH:17]=[CH:18][C:19]([C:20]5[CH:21]=[CH:22][C:23]([O:28][CH:29]6[CH2:34][CH2:33][O:32][CH2:31][CH2:30]6)=[C:24]([CH:27]=5)[C:25]#[N:26])=[C:14]4[CH:13]=3)=[CH:8][CH:7]=2)[CH2:5][O:4][CH2:3]1.C(=O)([O-])[O-].[Cs+].[Cs+].FC(F)(F)CO. The catalyst class is: 138. (3) The catalyst class is: 21. Reactant: [CH3:1][O:2][C:3](=[O:16])[C:4]1[CH:9]=[CH:8][C:7]([CH:10]([NH2:15])[CH2:11][C:12]([OH:14])=[O:13])=[CH:6][CH:5]=1.[O:17](C(OC(C)(C)C)=O)[C:18]([O:20][C:21]([CH3:24])([CH3:23])[CH3:22])=O. Product: [CH3:1][O:2][C:3](=[O:16])[C:4]1[CH:5]=[CH:6][C:7]([CH:10]([NH:15][C:18]([O:20][C:21]([CH3:24])([CH3:23])[CH3:22])=[O:17])[CH2:11][C:12]([OH:14])=[O:13])=[CH:8][CH:9]=1.